This data is from Full USPTO retrosynthesis dataset with 1.9M reactions from patents (1976-2016). The task is: Predict the reactants needed to synthesize the given product. (1) Given the product [O:13]1[C:17]2([CH2:22][CH2:21][CH:20]([C:23](=[O:24])[CH2:1][P:2](=[O:7])([O:5][CH3:6])[O:3][CH3:4])[CH2:19][CH2:18]2)[O:16][CH2:15][CH2:14]1, predict the reactants needed to synthesize it. The reactants are: [CH3:1][P:2](=[O:7])([O:5][CH3:6])[O:3][CH3:4].[Li]CCCC.[O:13]1[C:17]2([CH2:22][CH2:21][CH:20]([C:23](OCC)=[O:24])[CH2:19][CH2:18]2)[O:16][CH2:15][CH2:14]1. (2) The reactants are: F[C:2]1[CH:9]=[CH:8][CH:7]=[CH:6][C:3]=1[C:4]#[N:5].[CH2:10]([CH2:12][NH2:13])[OH:11]. Given the product [OH:11][CH2:10][CH2:12][NH:13][C:2]1[CH:9]=[CH:8][CH:7]=[CH:6][C:3]=1[C:4]#[N:5], predict the reactants needed to synthesize it. (3) Given the product [Br:1][C:2]1[CH:7]=[C:6]([CH3:8])[C:5]([O:9][CH3:10])=[CH:4][C:3]=1[N:11]([CH2:25][C:24]1[CH:27]=[CH:28][C:21]([O:20][CH3:19])=[CH:22][CH:23]=1)[C:12](=[O:16])[CH:13]([CH3:14])[CH3:15], predict the reactants needed to synthesize it. The reactants are: [Br:1][C:2]1[CH:7]=[C:6]([CH3:8])[C:5]([O:9][CH3:10])=[CH:4][C:3]=1[NH:11][C:12](=[O:16])[CH:13]([CH3:15])[CH3:14].[OH-].[K+].[CH3:19][O:20][C:21]1[CH:28]=[CH:27][C:24]([CH2:25]Cl)=[CH:23][CH:22]=1.O. (4) Given the product [ClH:1].[NH2:9][CH2:10][C@H:11]1[CH2:12][CH2:13][C@H:14]([C:17]([NH:19][C@H:20]([C:51](=[O:64])[NH:52][C:53]2[CH:54]=[CH:55][C:56]([C:59]3[N:60]=[N:61][NH:62][N:63]=3)=[CH:57][CH:58]=2)[CH2:21][C:22]2[CH:27]=[CH:26][C:25]([C:28]3[CH:33]=[CH:32][CH:31]=[C:30]([C:34]([NH:36][CH:37]4[CH2:38][CH2:39][NH:40][CH2:41][CH2:42]4)=[O:35])[C:29]=3[F:50])=[CH:24][CH:23]=2)=[O:18])[CH2:15][CH2:16]1, predict the reactants needed to synthesize it. The reactants are: [ClH:1].C(OC([NH:9][CH2:10][C@H:11]1[CH2:16][CH2:15][C@H:14]([C:17]([NH:19][C@H:20]([C:51](=[O:64])[NH:52][C:53]2[CH:58]=[CH:57][C:56]([C:59]3[N:60]=[N:61][NH:62][N:63]=3)=[CH:55][CH:54]=2)[CH2:21][C:22]2[CH:27]=[CH:26][C:25]([C:28]3[CH:33]=[CH:32][CH:31]=[C:30]([C:34]([NH:36][CH:37]4[CH2:42][CH2:41][N:40](C(OC(C)(C)C)=O)[CH2:39][CH2:38]4)=[O:35])[C:29]=3[F:50])=[CH:24][CH:23]=2)=[O:18])[CH2:13][CH2:12]1)=O)(C)(C)C.